This data is from Peptide-MHC class II binding affinity with 134,281 pairs from IEDB. The task is: Regression. Given a peptide amino acid sequence and an MHC pseudo amino acid sequence, predict their binding affinity value. This is MHC class II binding data. (1) The peptide sequence is PIVKDASIQVVSAIR. The MHC is DRB1_0405 with pseudo-sequence DRB1_0405. The binding affinity (normalized) is 0.426. (2) The peptide sequence is HDWILADKRPTAWFLHHHHHH. The MHC is DRB5_0101 with pseudo-sequence DRB5_0101. The binding affinity (normalized) is 0.625. (3) The peptide sequence is YDKFLANVETVLTGK. The MHC is DRB1_1101 with pseudo-sequence DRB1_1101. The binding affinity (normalized) is 0.312.